From a dataset of Reaction yield outcomes from USPTO patents with 853,638 reactions. Predict the reaction yield, written as a fraction of the theoretical maximum amount of product (1.0 means a 100% yield; for example, 0.34 means a 34% yield). The reactants are [C:1]1([CH2:7][N:8]2[C:13](=[O:14])[CH2:12][C:11](=[O:15])[N:10]([CH:16]3[CH2:21][CH2:20][O:19][CH2:18][CH2:17]3)[C:9]2=[O:22])[CH:6]=[CH:5][CH:4]=[CH:3][CH:2]=1.C(N(C(C)C)CC)(C)C.[N:32]([CH2:35][C:36]([O:38]CC)=[O:37])=[C:33]=[O:34]. The catalyst is ClCCl. The product is [OH:15][C:11]1[N:10]([CH:16]2[CH2:21][CH2:20][O:19][CH2:18][CH2:17]2)[C:9](=[O:22])[N:8]([CH2:7][C:1]2[CH:6]=[CH:5][CH:4]=[CH:3][CH:2]=2)[C:13](=[O:14])[C:12]=1[C:33]([NH:32][CH2:35][C:36]([OH:38])=[O:37])=[O:34]. The yield is 0.810.